From a dataset of Aqueous solubility values for 9,982 compounds from the AqSolDB database. Regression/Classification. Given a drug SMILES string, predict its absorption, distribution, metabolism, or excretion properties. Task type varies by dataset: regression for continuous measurements (e.g., permeability, clearance, half-life) or binary classification for categorical outcomes (e.g., BBB penetration, CYP inhibition). For this dataset (solubility_aqsoldb), we predict Y. (1) The molecule is O=c1[nH]c(=O)c2[nH]c(=O)[nH]c2[nH]1. The Y is -3.62 log mol/L. (2) The molecule is CCCCC(CC)C(=O)OCC(COC(=O)C(CC)CCCC)(COC(=O)C(CC)CCCC)COC(=O)C(CC)CCCC. The Y is -9.20 log mol/L. (3) The molecule is O=[N+]([O-])c1cc([N+](=O)[O-])c(O)c([N+](=O)[O-])c1. The Y is -1.97 log mol/L. (4) The compound is O=C1/C(=C2/Nc3ccccc3C2=O)Nc2ccccc21. The Y is -6.72 log mol/L. (5) The molecule is Nc1cccc2cccc(N)c12. The Y is -2.31 log mol/L. (6) The compound is CCCCCOC(=O)CCCC. The Y is -3.62 log mol/L. (7) The molecule is O=C1CC(=O)CC(c2ccccc2)C1. The Y is -2.51 log mol/L.